Dataset: Catalyst prediction with 721,799 reactions and 888 catalyst types from USPTO. Task: Predict which catalyst facilitates the given reaction. (1) Product: [C:15]1([C:22]2[CH:23]=[CH:24][CH:25]=[CH:26][CH:27]=2)[CH:20]=[CH:19][CH:18]=[C:17]([NH:21][C:3]2[NH:4][C:5](=[O:14])[C:6]([C:9]([O:11][CH2:12][CH3:13])=[O:10])=[CH:7][N:8]=2)[CH:16]=1. The catalyst class is: 8. Reactant: CS[C:3]1[NH:4][C:5](=[O:14])[C:6]([C:9]([O:11][CH2:12][CH3:13])=[O:10])=[CH:7][N:8]=1.[C:15]1([C:22]2[CH:27]=[CH:26][CH:25]=[CH:24][CH:23]=2)[CH:20]=[CH:19][CH:18]=[C:17]([NH2:21])[CH:16]=1. (2) Reactant: Br[C:2]1[CH:3]=[C:4]2[C:9](=[CH:10][CH:11]=1)[N:8]([C:12]1[CH:17]=[CH:16][C:15]([F:18])=[CH:14][CH:13]=1)[CH:7]=[C:6]([C:19]#[N:20])[C:5]2=[O:21].[CH3:22][NH:23][CH2:24][C:25]1[CH:26]=[N:27][CH:28]=[CH:29][CH:30]=1.C(=O)([O-])[O-].[Cs+].[Cs+].C1(P(C2C=CC=CC=2)C2C3OC4C(=CC=CC=4P(C4C=CC=CC=4)C4C=CC=CC=4)C(C)(C)C=3C=CC=2)C=CC=CC=1. Product: [F:18][C:15]1[CH:16]=[CH:17][C:12]([N:8]2[C:9]3[C:4](=[CH:3][C:2]([N:23]([CH3:22])[CH2:24][C:25]4[CH:26]=[N:27][CH:28]=[CH:29][CH:30]=4)=[CH:11][CH:10]=3)[C:5](=[O:21])[C:6]([C:19]#[N:20])=[CH:7]2)=[CH:13][CH:14]=1. The catalyst class is: 101. (3) Reactant: [N:1]([C:4]1[CH:9]=[CH:8][CH:7]=[CH:6][C:5]=1[CH3:10])=[C:2]=[O:3].[N:11]1[C:12]([C:20]([O:22][CH2:23][CH3:24])=[O:21])=[CH:13][N:14]2[CH2:19][CH2:18][NH:17][CH2:16][C:15]=12.CCN(C(C)C)C(C)C. Product: [C:5]1([CH3:10])[CH:6]=[CH:7][CH:8]=[CH:9][C:4]=1[NH:1][C:2]([N:17]1[CH2:18][CH2:19][N:14]2[CH:13]=[C:12]([C:20]([O:22][CH2:23][CH3:24])=[O:21])[N:11]=[C:15]2[CH2:16]1)=[O:3]. The catalyst class is: 3.